From a dataset of Catalyst prediction with 721,799 reactions and 888 catalyst types from USPTO. Predict which catalyst facilitates the given reaction. (1) The catalyst class is: 11. Reactant: [CH2:1]([N:8]1[CH2:15][CH:14]([OH:16])[CH2:13][N:12]([S:17]([C:20]2[CH:25]=[CH:24][CH:23]=[CH:22][CH:21]=2)(=[O:19])=[O:18])[CH2:11][CH:10](O)[CH2:9]1)[C:2]1[CH:7]=[CH:6][CH:5]=[CH:4][CH:3]=1.CS(O)(=O)=O. Product: [CH2:1]([N:8]1[CH2:9][CH:10]2[O:16][CH:14]([CH2:13][N:12]([S:17]([C:20]3[CH:21]=[CH:22][CH:23]=[CH:24][CH:25]=3)(=[O:18])=[O:19])[CH2:11]2)[CH2:15]1)[C:2]1[CH:3]=[CH:4][CH:5]=[CH:6][CH:7]=1. (2) Reactant: [NH2:1][C:2]1[N:7]([C:8]2[C:13]([F:14])=[CH:12][C:11]([OH:15])=[CH:10][C:9]=2[F:16])[C:6](=[O:17])[CH:5]=[CH:4][C:3]=1[C:18](=[O:26])[C:19]1[CH:24]=[CH:23][C:22]([F:25])=[CH:21][CH:20]=1.Cl.Cl[CH2:29][CH2:30][N:31]1[CH2:36][CH2:35][O:34][CH2:33][CH2:32]1.C(=O)([O-])[O-].[K+].[K+].C(OCC)(=O)C. Product: [NH2:1][C:2]1[N:7]([C:8]2[C:13]([F:14])=[CH:12][C:11]([O:15][CH2:29][CH2:30][N:31]3[CH2:36][CH2:35][O:34][CH2:33][CH2:32]3)=[CH:10][C:9]=2[F:16])[C:6](=[O:17])[CH:5]=[CH:4][C:3]=1[C:18](=[O:26])[C:19]1[CH:20]=[CH:21][C:22]([F:25])=[CH:23][CH:24]=1. The catalyst class is: 95. (3) Reactant: [F:1][CH2:2][C@H:3]([C:5]1[CH:10]=[CH:9][C:8]([S:11]([NH:14][C:15]2[CH:16]=[C:17]3[O:24][CH2:23][CH:22]([NH:25][C:26](=O)[CH2:27][CH3:28])[CH2:21][C:18]3=[N:19][CH:20]=2)(=[O:13])=[O:12])=[CH:7][CH:6]=1)[CH3:4].B.C1COCC1. Product: [F:1][CH2:2][C@H:3]([C:5]1[CH:6]=[CH:7][C:8]([S:11]([NH:14][C:15]2[CH:16]=[C:17]3[O:24][CH2:23][CH:22]([NH:25][CH2:26][CH2:27][CH3:28])[CH2:21][C:18]3=[N:19][CH:20]=2)(=[O:13])=[O:12])=[CH:9][CH:10]=1)[CH3:4]. The catalyst class is: 1. (4) Reactant: [C-:1]#[N:2].[Na+].O.Cl[CH2:6][C:7]1[CH:14]=[CH:13][C:10]([CH:11]=[CH2:12])=[CH:9][CH:8]=1. Product: [C:1]([CH2:6][C:7]1[CH:14]=[CH:13][C:10]([CH:11]=[CH2:12])=[CH:9][CH:8]=1)#[N:2]. The catalyst class is: 8. (5) The catalyst class is: 83. Reactant: [OH:1][CH2:2][CH2:3][NH:4][C:5](=O)[CH2:6][CH2:7][O:8][CH2:9][CH2:10][C:11]1[CH:16]=[CH:15][CH:14]=[CH:13][CH:12]=1. Product: [CH2:9]([O:8][CH2:7][CH2:6][CH2:5][NH:4][CH2:3][CH2:2][OH:1])[CH2:10][C:11]1[CH:16]=[CH:15][CH:14]=[CH:13][CH:12]=1.